Dataset: Reaction yield outcomes from USPTO patents with 853,638 reactions. Task: Predict the reaction yield, written as a fraction of the theoretical maximum amount of product (1.0 means a 100% yield; for example, 0.34 means a 34% yield). (1) The reactants are [NH2:1][C:2]1[CH:7]=[C:6]2[O:8][CH2:9][O:10][C:5]2=[CH:4][C:3]=1[C:11]1[CH:20]=[C:19]2[C:14]([CH:15]=[CH:16][C:17]([O:21][CH3:22])=[CH:18]2)=[CH:13][CH:12]=1.Cl.[N:24]([O-])=O.[Na+].O. The catalyst is C(O)(=O)C. The product is [CH3:22][O:21][C:17]1[CH:16]=[CH:15][C:14]2=[CH:13][CH:12]=[C:11]3[C:20]([N:24]=[N:1][C:2]4[CH:7]=[C:6]5[O:8][CH2:9][O:10][C:5]5=[CH:4][C:3]3=4)=[C:19]2[CH:18]=1. The yield is 0.830. (2) The reactants are Br[C:2]1[CH:3]=[C:4]2[C:10](I)=[N:9][N:8](C3CCCCO3)[C:5]2=[CH:6][N:7]=1.CC1(C)C(C)(C)OB([C:26]2[CH:27]=[N:28][N:29]([CH:31]3[CH2:36][CH2:35]N(C(OC(C)(C)C)=O)CC3)[CH:30]=2)O1.[N:45]1[CH:50]=[CH:49][CH:48]=[C:47](B2OC(C)(C)C(C)(C)O2)[CH:46]=1. No catalyst specified. The product is [NH:7]1[CH2:6][CH2:35][CH:36]([CH2:31][N:29]2[CH:30]=[C:26]([C:10]3[C:4]4[C:5](=[CH:6][N:7]=[C:2]([C:49]5[CH:50]=[N:45][CH:46]=[CH:47][CH:48]=5)[CH:3]=4)[NH:8][N:9]=3)[CH:27]=[N:28]2)[CH2:3][CH2:2]1. The yield is 0.140. (3) The reactants are [Cl:1][C:2]1[CH:11]=[C:10]([CH2:12][OH:13])[CH:9]=[C:8]([Cl:14])[C:3]=1[C:4]([O:6]C)=[O:5].[I-].[Li+]. The catalyst is N1C=CC=CC=1. The product is [Cl:1][C:2]1[CH:11]=[C:10]([CH2:12][OH:13])[CH:9]=[C:8]([Cl:14])[C:3]=1[C:4]([OH:6])=[O:5]. The yield is 0.700. (4) The catalyst is C1(C)C=CC=CC=1. The reactants are [CH2:1]([NH:3][NH2:4])[CH3:2].[C:5](OC)(=[O:10])[CH2:6][C:7]([CH3:9])=O. The product is [CH2:1]([N:3]1[C:5](=[O:10])[CH2:6][C:7]([CH3:9])=[N:4]1)[CH3:2]. The yield is 0.910. (5) The reactants are [CH2:1]([O:3][C:4](=[O:26])[C:5]1[C:10](OS(C(F)(F)F)(=O)=O)=[CH:9][C:8]([N:19]2[CH2:24][CH2:23][O:22][CH2:21][CH2:20]2)=[CH:7][C:6]=1[CH3:25])[CH3:2].[F-].[K+].[Br-].[K+].[CH:31]1(B(O)O)C[CH2:32]1.[C:37]1(C)C=CC=CC=1. No catalyst specified. The product is [CH2:1]([O:3][C:4](=[O:26])[C:5]1[C:10]([CH3:37])=[CH:9][C:8]([N:19]2[CH2:24][CH2:23][O:22][CH2:21][CH2:20]2)=[CH:7][C:6]=1[CH:25]1[CH2:32][CH2:31]1)[CH3:2]. The yield is 0.850. (6) The reactants are Br[C:2]1[CH:3]=[C:4]([C:8]2[N:17]=[C:16]([C:18]([O:20][CH2:21][CH3:22])=[O:19])[C:15]3[C:10](=[CH:11][C:12]([F:23])=[CH:13][CH:14]=3)[N:9]=2)[CH:5]=[CH:6][CH:7]=1.[CH3:24][C:25]1[O:29][C:28]([C@@:30]([OH:34])([C:32]#[CH:33])[CH3:31])=[N:27][CH:26]=1. No catalyst specified. The product is [F:23][C:12]1[CH:11]=[C:10]2[C:15]([C:16]([C:18]([O:20][CH2:21][CH3:22])=[O:19])=[N:17][C:8]([C:4]3[CH:5]=[CH:6][CH:7]=[C:2]([C:33]#[C:32][C@:30]([OH:34])([C:28]4[O:29][C:25]([CH3:24])=[CH:26][N:27]=4)[CH3:31])[CH:3]=3)=[N:9]2)=[CH:14][CH:13]=1. The yield is 0.840. (7) The reactants are [C:1]([O:4][C:5]1[CH:13]=[CH:12][C:8]([C:9]([OH:11])=O)=[CH:7][CH:6]=1)(=[O:3])[CH3:2].C(Cl)(=O)C(Cl)=O.[NH2:20][C:21]1[CH:26]=[CH:25][CH:24]=[CH:23][CH:22]=1. The catalyst is CN(C=O)C. The product is [C:21]1([NH:20][C:9]([C:8]2[CH:7]=[CH:6][C:5]([O:4][C:1](=[O:3])[CH3:2])=[CH:13][CH:12]=2)=[O:11])[CH:26]=[CH:25][CH:24]=[CH:23][CH:22]=1. The yield is 1.00.